From a dataset of Full USPTO retrosynthesis dataset with 1.9M reactions from patents (1976-2016). Predict the reactants needed to synthesize the given product. (1) Given the product [S:1]([O-:5])([OH:4])(=[O:3])=[O:2].[Cs+:6].[NH:7]1[CH:11]=[CH:10][N:9]=[CH:8]1, predict the reactants needed to synthesize it. The reactants are: [S:1]([O-:5])([OH:4])(=[O:3])=[O:2].[Cs+:6].[NH:7]1[CH:11]=[CH:10][N:9]=[CH:8]1. (2) Given the product [F:1][C:2]1[CH:3]=[C:4]([C:9]2[CH:18]=[N:17][C:16]3[C:11](=[CH:12][C:13]([C:29]4[CH:34]=[CH:33][CH:32]=[C:31]([F:35])[CH:30]=4)=[C:14]([OH:28])[C:15]=3[C:19]([NH:21][CH2:22][C:23]([OH:25])=[O:24])=[O:20])[N:10]=2)[CH:5]=[CH:6][C:7]=1[F:8], predict the reactants needed to synthesize it. The reactants are: [F:1][C:2]1[CH:3]=[C:4]([C:9]2[CH:18]=[N:17][C:16]3[C:11](=[CH:12][C:13]([C:29]4[CH:34]=[CH:33][CH:32]=[C:31]([F:35])[CH:30]=4)=[C:14]([OH:28])[C:15]=3[C:19]([NH:21][CH2:22][C:23]([O:25]CC)=[O:24])=[O:20])[N:10]=2)[CH:5]=[CH:6][C:7]=1[F:8].[OH-].[Na+]. (3) Given the product [CH2:25]([Sn:19]([CH2:15][CH2:16][CH2:17][CH3:18])([CH2:21][CH2:22][CH2:23][CH3:24])[C:7]1[S:8][CH:9]=[C:2]2[C:3]=1[O:4][CH2:5][CH2:6][O:1]2)[CH2:26][CH2:27][CH3:28], predict the reactants needed to synthesize it. The reactants are: [O:1]1[CH2:6][CH2:5][O:4][C:3]2=[CH:7][S:8][CH:9]=[C:2]12.C([Li])CCC.[CH2:15]([Sn:19]([CH2:25][CH2:26][CH2:27][CH3:28])([CH2:21][CH2:22][CH2:23][CH3:24])Cl)[CH2:16][CH2:17][CH3:18].O. (4) Given the product [CH3:1][O:2][CH:3]1[CH2:7][NH:6][CH:5]([C:18]2([O:21][CH3:22])[CH2:20][CH2:19]2)[CH2:4]1, predict the reactants needed to synthesize it. The reactants are: [CH3:1][O:2][CH:3]1[CH2:7][N:6](C(OCC2C=CC=CC=2)=O)[CH:5]([C:18]2([O:21][CH3:22])[CH2:20][CH2:19]2)[CH2:4]1.[H][H]. (5) Given the product [CH3:10][C:9]1[NH:12][C:13]([N+:1]([O-:4])=[O:2])=[C:24]([CH3:25])[C:8]=1[C:7]1[CH:6]=[CH:11][N:15]=[C:13]([NH:12][C:9]2[CH:8]=[CH:7][C:6]([F:5])=[CH:11][CH:10]=2)[N:14]=1, predict the reactants needed to synthesize it. The reactants are: [N+:1]([O-:4])(O)=[O:2].[F:5][C:6]1[CH:11]=[CH:10][C:9]([NH:12][C:13]([NH2:15])=[NH:14])=[CH:8][CH:7]=1.C([O-])([O-])=O.[K+].[K+].CO[CH2:24][CH2:25]O. (6) Given the product [CH2:1]([O:3][C:4](=[O:12])[C:5]([CH2:16][CH2:17][CH2:18][CH2:19][CH2:20][CH2:21][CH2:22][CH2:23][CH2:24][O:25][CH2:26][C:27]1[CH:28]=[CH:29][CH:30]=[CH:31][CH:32]=1)([CH3:11])[C:6]([O:8][CH2:9][CH3:10])=[O:7])[CH3:2], predict the reactants needed to synthesize it. The reactants are: [CH2:1]([O:3][C:4](=[O:12])[CH:5]([CH3:11])[C:6]([O:8][CH2:9][CH3:10])=[O:7])[CH3:2].[H-].[Na+].Br[CH2:16][CH2:17][CH2:18][CH2:19][CH2:20][CH2:21][CH2:22][CH2:23][CH2:24][O:25][CH2:26][C:27]1[CH:32]=[CH:31][CH:30]=[CH:29][CH:28]=1. (7) Given the product [CH3:1][O:2][C:3]1[CH:4]=[C:5]2[C:10](=[CH:11][C:12]=1[O:13][CH3:14])[N:9]=[CH:8][CH:7]=[C:6]2[O:15][C:16]1[C:22]([CH3:23])=[CH:21][C:19]([NH:20][C:40](=[O:42])[O:56][CH:54]([C:53]2[CH:57]=[CH:58][CH:59]=[CH:60][C:52]=2[F:51])[CH3:55])=[C:18]([CH3:24])[CH:17]=1, predict the reactants needed to synthesize it. The reactants are: [CH3:1][O:2][C:3]1[CH:4]=[C:5]2[C:10](=[CH:11][C:12]=1[O:13][CH3:14])[N:9]=[CH:8][CH:7]=[C:6]2[O:15][C:16]1[C:22]([CH3:23])=[CH:21][C:19]([NH2:20])=[C:18]([CH3:24])[CH:17]=1.C1(C)C=CC=CC=1.C(N(CC)CC)C.Cl[C:40](Cl)([O:42]C(=O)OC(Cl)(Cl)Cl)Cl.[F:51][C:52]1[CH:60]=[CH:59][CH:58]=[CH:57][C:53]=1[CH:54]([OH:56])[CH3:55]. (8) The reactants are: [OH:1][NH:2][C:3](=[NH:19])[C:4]1[CH:5]=[C:6]([CH2:10][CH2:11][C:12]([O:14][C:15]([CH3:18])([CH3:17])[CH3:16])=[O:13])[CH:7]=[CH:8][CH:9]=1.C(N(CC)CC)C.[Cl:27][C:28]1[CH:29]=[C:30]([CH:34]=[CH:35][C:36]=1[O:37][CH:38]([CH3:40])[CH3:39])[C:31](Cl)=O. Given the product [Cl:27][C:28]1[CH:29]=[C:30]([C:31]2[O:1][N:2]=[C:3]([C:4]3[CH:5]=[C:6]([CH2:10][CH2:11][C:12]([O:14][C:15]([CH3:16])([CH3:18])[CH3:17])=[O:13])[CH:7]=[CH:8][CH:9]=3)[N:19]=2)[CH:34]=[CH:35][C:36]=1[O:37][CH:38]([CH3:39])[CH3:40], predict the reactants needed to synthesize it.